Dataset: Full USPTO retrosynthesis dataset with 1.9M reactions from patents (1976-2016). Task: Predict the reactants needed to synthesize the given product. (1) Given the product [N:20]([CH:2]1[CH:8]([OH:9])[CH2:7][CH2:6][CH2:5][N:4]([C:10]([O:12][CH2:13][C:14]2[CH:19]=[CH:18][CH:17]=[CH:16][CH:15]=2)=[O:11])[CH2:3]1)=[N+:21]=[N-:22], predict the reactants needed to synthesize it. The reactants are: Br[CH:2]1[CH:8]([OH:9])[CH2:7][CH2:6][CH2:5][N:4]([C:10]([O:12][CH2:13][C:14]2[CH:19]=[CH:18][CH:17]=[CH:16][CH:15]=2)=[O:11])[CH2:3]1.[N-:20]=[N+:21]=[N-:22].[Na+].O. (2) Given the product [F:29][C:26]1[CH:27]=[CH:28][C:23]([C@H:16]2[NH:15][C@@H:19]([C@@H:20]([OH:22])[CH3:21])[CH2:18][CH2:17]2)=[CH:24][CH:25]=1, predict the reactants needed to synthesize it. The reactants are: Cl.C(OCC)(=O)C.C(OC([N:15]1[C@@H:19]([C@@H:20]([OH:22])[CH3:21])[CH2:18][CH2:17][C@H:16]1[C:23]1[CH:28]=[CH:27][C:26]([F:29])=[CH:25][CH:24]=1)=O)(C)(C)C. (3) Given the product [Cl:17][C:11]1[CH:12]=[CH:13][CH:14]=[C:15]([Cl:16])[C:10]=1[C:9]([NH:8][C:6]1[CH:5]=[CH:4][N:3]=[C:2]([NH:30][C:28]2[CH:27]=[N:26][N:25]([CH:22]3[CH2:23][CH2:24][O:19][CH2:20][CH2:21]3)[CH:29]=2)[CH:7]=1)=[O:18], predict the reactants needed to synthesize it. The reactants are: Br[C:2]1[CH:7]=[C:6]([NH:8][C:9](=[O:18])[C:10]2[C:15]([Cl:16])=[CH:14][CH:13]=[CH:12][C:11]=2[Cl:17])[CH:5]=[CH:4][N:3]=1.[O:19]1[CH2:24][CH2:23][CH:22]([N:25]2[CH:29]=[C:28]([NH2:30])[CH:27]=[N:26]2)[CH2:21][CH2:20]1.CC1(C)C2C(=C(P(C3C=CC=CC=3)C3C=CC=CC=3)C=CC=2)OC2C(P(C3C=CC=CC=3)C3C=CC=CC=3)=CC=CC1=2.C([O-])([O-])=O.[Cs+].[Cs+]. (4) Given the product [Br:1][C:2]1[CH:11]=[CH:10][C:5]([C:6]2[N:7]=[C:14]([CH3:15])[O:9][N:8]=2)=[CH:4][CH:3]=1, predict the reactants needed to synthesize it. The reactants are: [Br:1][C:2]1[CH:11]=[CH:10][C:5]([C:6](=[N:8][OH:9])[NH2:7])=[CH:4][CH:3]=1.CO[C:14](OC)(N(C)C)[CH3:15].O.C(OCC)(=O)C. (5) Given the product [N:29]1[CH:30]=[CH:31][CH:32]=[C:27]([C:2]#[C:1][C:3]2[CH:4]=[N:5][N:6]3[C:11]([C:12]([F:14])([F:13])[F:15])=[CH:10][C:9]([C:16]4[CH:21]=[CH:20][C:19]([C:22]([F:25])([F:24])[F:23])=[CH:18][CH:17]=4)=[N:8][C:7]=23)[CH:28]=1, predict the reactants needed to synthesize it. The reactants are: [C:1]([C:3]1[CH:4]=[N:5][N:6]2[C:11]([C:12]([F:15])([F:14])[F:13])=[CH:10][C:9]([C:16]3[CH:21]=[CH:20][C:19]([C:22]([F:25])([F:24])[F:23])=[CH:18][CH:17]=3)=[N:8][C:7]=12)#[CH:2].Br[C:27]1[CH:28]=[N:29][CH:30]=[CH:31][CH:32]=1.